From a dataset of NCI-60 drug combinations with 297,098 pairs across 59 cell lines. Regression. Given two drug SMILES strings and cell line genomic features, predict the synergy score measuring deviation from expected non-interaction effect. Cell line: UACC62. Drug 1: CC12CCC(CC1=CCC3C2CCC4(C3CC=C4C5=CN=CC=C5)C)O. Drug 2: C1=CC=C(C=C1)NC(=O)CCCCCCC(=O)NO. Synergy scores: CSS=4.51, Synergy_ZIP=-8.07, Synergy_Bliss=-8.08, Synergy_Loewe=-16.2, Synergy_HSA=-7.50.